This data is from Reaction yield outcomes from USPTO patents with 853,638 reactions. The task is: Predict the reaction yield, written as a fraction of the theoretical maximum amount of product (1.0 means a 100% yield; for example, 0.34 means a 34% yield). The reactants are [NH2:1][C:2]1[N:6]([CH:7]2[CH2:12][CH2:11][CH2:10][N:9]([C:13]([O:15][CH2:16][C:17]3[CH:22]=[CH:21][CH:20]=[CH:19][CH:18]=3)=[O:14])[CH2:8]2)[N:5]=[C:4]([C:23]2[CH:28]=[CH:27][C:26](I)=[CH:25][CH:24]=2)[C:3]=1[C:30]#[N:31].[B:32]1([B:32]2[O:36][C:35]([CH3:38])([CH3:37])[C:34]([CH3:40])([CH3:39])[O:33]2)[O:36][C:35]([CH3:38])([CH3:37])[C:34]([CH3:40])([CH3:39])[O:33]1.C([O-])(=O)C.[K+]. The catalyst is CS(C)=O.C1C=CC(P(C2C=CC=CC=2)[C-]2C=CC=C2)=CC=1.C1C=CC(P(C2C=CC=CC=2)[C-]2C=CC=C2)=CC=1.Cl[Pd]Cl.[Fe+2]. The product is [NH2:1][C:2]1[N:6]([CH:7]2[CH2:12][CH2:11][CH2:10][N:9]([C:13]([O:15][CH2:16][C:17]3[CH:22]=[CH:21][CH:20]=[CH:19][CH:18]=3)=[O:14])[CH2:8]2)[N:5]=[C:4]([C:23]2[CH:28]=[CH:27][C:26]([B:32]3[O:36][C:35]([CH3:38])([CH3:37])[C:34]([CH3:40])([CH3:39])[O:33]3)=[CH:25][CH:24]=2)[C:3]=1[C:30]#[N:31]. The yield is 0.750.